Dataset: Peptide-MHC class II binding affinity with 134,281 pairs from IEDB. Task: Regression. Given a peptide amino acid sequence and an MHC pseudo amino acid sequence, predict their binding affinity value. This is MHC class II binding data. The peptide sequence is VVVHITDDNEEPI. The MHC is DRB1_1101 with pseudo-sequence DRB1_1101. The binding affinity (normalized) is 0.